This data is from Reaction yield outcomes from USPTO patents with 853,638 reactions. The task is: Predict the reaction yield, written as a fraction of the theoretical maximum amount of product (1.0 means a 100% yield; for example, 0.34 means a 34% yield). (1) The reactants are [H-].[Al+3].[Li+].[H-].[H-].[H-].C([O:14][C:15](=O)[C:16]1[C:21]([O:22][CH3:23])=[CH:20][CH:19]=[CH:18][C:17]=1[O:24][CH2:25][C:26]1[CH:31]=[CH:30][CH:29]=[CH:28][CH:27]=1)C1C=CC=CC=1.C(OCC)(=O)C.[C@H](O)(C([O-])=O)[C@@H](O)C([O-])=O.[Na+].[K+]. The catalyst is CCOCC. The product is [CH2:25]([O:24][C:17]1[CH:18]=[CH:19][CH:20]=[C:21]([O:22][CH3:23])[C:16]=1[CH2:15][OH:14])[C:26]1[CH:27]=[CH:28][CH:29]=[CH:30][CH:31]=1. The yield is 1.00. (2) The reactants are [CH2:1]([S:8][C:9]1[CH:14]=[CH:13][CH:12]=[C:11]([C:15]#[N:16])[N:10]=1)[C:2]1[CH:7]=[CH:6][CH:5]=[CH:4][CH:3]=1.[C:17](OC)(=[O:25])[C:18]1[C:19](=[CH:21][CH:22]=[CH:23][CH:24]=1)[SH:20].C(N(CC)CC)C. The catalyst is C1(C)C=CC=CC=1. The product is [CH2:1]([S:8][C:9]1[N:10]=[C:11]([C:15]2[S:20][C:19]3[CH:21]=[CH:22][CH:23]=[CH:24][C:18]=3[C:17](=[O:25])[N:16]=2)[CH:12]=[CH:13][CH:14]=1)[C:2]1[CH:3]=[CH:4][CH:5]=[CH:6][CH:7]=1. The yield is 0.440. (3) The reactants are [NH2:1][C:2]1[C:10]([Cl:11])=[CH:9][C:5]([C:6]([OH:8])=O)=[C:4]([O:12][CH3:13])[CH:3]=1.C(N1C=CN=C1)(N1C=CN=C1)=O.C(N(CC)CC)C.C(O)(=O)CCC(O)=O.[N:41]1([CH2:46][CH2:47][CH2:48][N:49]2[CH2:54][CH2:53][CH:52]([CH2:55][NH2:56])[CH2:51][CH2:50]2)[CH:45]=[CH:44][N:43]=[N:42]1. The yield is 0.925. The product is [N:41]1([CH2:46][CH2:47][CH2:48][N:49]2[CH2:50][CH2:51][CH:52]([CH2:55][NH:56][C:6](=[O:8])[C:5]3[CH:9]=[C:10]([Cl:11])[C:2]([NH2:1])=[CH:3][C:4]=3[O:12][CH3:13])[CH2:53][CH2:54]2)[CH:45]=[CH:44][N:43]=[N:42]1. The catalyst is O1CCCC1.O. (4) The reactants are [Cl:1][C:2]1[N:7]=[C:6]([CH2:8][O:9][C:10]2[CH:11]=[C:12]([O:30][C:31]3[CH:36]=[CH:35][C:34]([S:37]([CH3:40])(=[O:39])=[O:38])=[CH:33][CH:32]=3)[CH:13]=[C:14]3[C:18]=2[NH:17][C:16]([C:19]2[S:20][CH:21]([CH2:24][C:25](OCC)=[O:26])[CH2:22][N:23]=2)=[CH:15]3)[CH:5]=[CH:4][CH:3]=1.[BH4-].[Li+].Cl.C(OCC)(=O)C. The catalyst is O1CCCC1.CCCCCC. The product is [Cl:1][C:2]1[N:7]=[C:6]([CH2:8][O:9][C:10]2[CH:11]=[C:12]([O:30][C:31]3[CH:32]=[CH:33][C:34]([S:37]([CH3:40])(=[O:39])=[O:38])=[CH:35][CH:36]=3)[CH:13]=[C:14]3[C:18]=2[NH:17][C:16]([C:19]2[S:20][CH:21]([CH2:24][CH2:25][OH:26])[CH2:22][N:23]=2)=[CH:15]3)[CH:5]=[CH:4][CH:3]=1. The yield is 0.200. (5) The reactants are [CH:1]1([C:7]2[C:15]3[C:10](=[CH:11][C:12]([C:16]([O:18][CH3:19])=[O:17])=[CH:13][CH:14]=3)[NH:9][C:8]=2[C:20]2[CH:25]=[CH:24][CH:23]=[CH:22][C:21]=2[OH:26])[CH2:6][CH2:5][CH2:4][CH2:3][CH2:2]1.[CH3:27][C:28]([O-])([CH3:30])[CH3:29].[K+].ClCC(CCl)=C. The catalyst is CN(C=O)C. The product is [CH:1]1([C:7]2[C:15]3[CH:14]=[CH:13][C:12]([C:16]([O:18][CH3:19])=[O:17])=[CH:11][C:10]=3[N:9]3[C:8]=2[C:20]2[CH:25]=[CH:24][CH:23]=[CH:22][C:21]=2[O:26][CH2:30][C:28](=[CH2:27])[CH2:29]3)[CH2:6][CH2:5][CH2:4][CH2:3][CH2:2]1. The yield is 0.970. (6) The reactants are [CH2:1]([NH:3][C:4](=[O:11])[NH:5]OCC(O)=O)[CH3:2].[NH2:12][C@@H:13]([CH2:37][O:38][CH3:39])[C:14]([N:16]([C@@H:28]([CH3:36])[CH:29]([O:33][CH2:34][CH3:35])[O:30][CH2:31][CH3:32])[CH2:17][C:18]1[C:27]2[C:22](=[CH:23][CH:24]=[CH:25][CH:26]=2)[CH:21]=[CH:20][CH:19]=1)=[O:15]. No catalyst specified. The product is [CH2:34]([O:33][CH:29]([O:30][CH2:31][CH3:32])[C@@H:28]([N:16]([CH2:17][C:18]1[C:27]2[C:22](=[CH:23][CH:24]=[CH:25][CH:26]=2)[CH:21]=[CH:20][CH:19]=1)[C:14](=[O:15])[C@@H:13]([NH:12][C:29](=[O:30])[CH2:28][N:16]([CH3:14])[NH:5][C:4]([NH:3][CH2:1][CH3:2])=[O:11])[CH2:37][O:38][CH3:39])[CH3:36])[CH3:35]. The yield is 0.230. (7) The reactants are [F:1][C:2]1[CH:7]=[C:6](F)[CH:5]=[CH:4][C:3]=1[N+:9]([O-:11])=[O:10].[CH:12]1([C:15]2[C:16]([NH:35][S:36]([CH3:39])(=[O:38])=[O:37])=[CH:17][C:18]3[O:22][C:21]([C:23]4[CH:28]=[CH:27][C:26]([F:29])=[CH:25][CH:24]=4)=[C:20]([C:30]([NH:32][CH3:33])=[O:31])[C:19]=3[CH:34]=2)[CH2:14][CH2:13]1.C(=O)([O-])[O-].[K+].[K+]. The catalyst is C(COC)OC.O. The product is [CH:12]1([C:15]2[C:16]([N:35]([C:6]3[CH:5]=[CH:4][C:3]([N+:9]([O-:11])=[O:10])=[C:2]([F:1])[CH:7]=3)[S:36]([CH3:39])(=[O:38])=[O:37])=[CH:17][C:18]3[O:22][C:21]([C:23]4[CH:28]=[CH:27][C:26]([F:29])=[CH:25][CH:24]=4)=[C:20]([C:30]([NH:32][CH3:33])=[O:31])[C:19]=3[CH:34]=2)[CH2:14][CH2:13]1. The yield is 0.290. (8) The reactants are FC(F)(F)C(O)=O.[CH:8]([O:11][C:12]([N:14]1[C:23]2[C:18](=[CH:19][C:20]([C:24]([F:27])([F:26])[F:25])=[CH:21][CH:22]=2)[C@H:17]([N:28]([CH2:47][C:48]2[CH:53]=[C:52]([C:54]([F:57])([F:56])[F:55])[CH:51]=[C:50]([C:58]([F:61])([F:60])[F:59])[CH:49]=2)[C:29]2[N:30]=[N:31][N:32]([CH:34]3[CH2:39][CH2:38][N:37](C(OC(C)(C)C)=O)[CH2:36][CH2:35]3)[N:33]=2)[CH2:16][C@@H:15]1[CH3:62])=[O:13])([CH3:10])[CH3:9]. The catalyst is ClCCl. The product is [CH:8]([O:11][C:12]([N:14]1[C:23]2[C:18](=[CH:19][C:20]([C:24]([F:27])([F:26])[F:25])=[CH:21][CH:22]=2)[C@H:17]([N:28]([CH2:47][C:48]2[CH:53]=[C:52]([C:54]([F:55])([F:56])[F:57])[CH:51]=[C:50]([C:58]([F:59])([F:60])[F:61])[CH:49]=2)[C:29]2[N:30]=[N:31][N:32]([CH:34]3[CH2:35][CH2:36][NH:37][CH2:38][CH2:39]3)[N:33]=2)[CH2:16][C@@H:15]1[CH3:62])=[O:13])([CH3:10])[CH3:9]. The yield is 0.870. (9) The reactants are [CH3:1][O:2][C:3]([C:5]1[CH:10]=[CH:9][C:8]([CH:11]2[CH2:15][CH2:14][CH2:13][O:12]2)=[C:7](Br)[N:6]=1)=[O:4].[Cl:17][C:18]1[CH:19]=[C:20](B(O)O)[CH:21]=[CH:22][CH:23]=1.C(=O)([O-])[O-].[Cs+].[Cs+]. The yield is 0.910. The product is [CH3:1][O:2][C:3]([C:5]1[CH:10]=[CH:9][C:8]([CH:11]2[CH2:15][CH2:14][CH2:13][O:12]2)=[C:7]([C:22]2[CH:21]=[CH:20][CH:19]=[C:18]([Cl:17])[CH:23]=2)[N:6]=1)=[O:4]. The catalyst is CN(C=O)C.C(Cl)Cl.[Pd](Cl)Cl.C1(P(C2C=CC=CC=2)[C-]2C=CC=C2)C=CC=CC=1.[C-]1(P(C2C=CC=CC=2)C2C=CC=CC=2)C=CC=C1.[Fe+2].